This data is from Full USPTO retrosynthesis dataset with 1.9M reactions from patents (1976-2016). The task is: Predict the reactants needed to synthesize the given product. (1) Given the product [Cl:14][C:5]1[C:4]([O:15][CH3:16])=[CH:3][C:2]([NH2:1])=[CH:7][C:6]=1[C:8]#[CH:9], predict the reactants needed to synthesize it. The reactants are: [NH2:1][C:2]1[CH:3]=[C:4]([O:15][CH3:16])[C:5]([Cl:14])=[C:6]([C:8]#[C:9]C(C)(O)C)[CH:7]=1.[OH-].[Na+]. (2) Given the product [C:35]([O:38][C:39](=[O:40])[NH:9][C:7]1[CH:8]=[C:3]([O:2][CH3:1])[C:4]([C:13]([F:14])([F:15])[F:16])=[CH:5][C:6]=1[N+:10]([O-:12])=[O:11])([CH3:37])([CH3:36])[CH3:34], predict the reactants needed to synthesize it. The reactants are: [CH3:1][O:2][C:3]1[C:4]([C:13]([F:16])([F:15])[F:14])=[CH:5][C:6]([N+:10]([O-:12])=[O:11])=[C:7]([NH2:9])[CH:8]=1.ClC1C(C(F)(F)F)=CC([N+]([O-])=O)=C(N)C=1.[OH-].[K+].[CH3:34][C:35]([O:38][C:39](O[C:39]([O:38][C:35]([CH3:37])([CH3:36])[CH3:34])=[O:40])=[O:40])([CH3:37])[CH3:36].C(O)(C(F)(F)F)=O. (3) The reactants are: [Cl:1][C:2]1[CH:7]=[CH:6][CH:5]=[CH:4][C:3]=1[N:8]1[CH:12]=[C:11]([CH2:13]O)[CH:10]=[N:9]1.C1(P(C2C=CC=CC=2)C2C=CC=CC=2)C=CC=CC=1.C(Br)(Br)(Br)[Br:35]. Given the product [Br:35][CH2:13][C:11]1[CH:10]=[N:9][N:8]([C:3]2[CH:4]=[CH:5][CH:6]=[CH:7][C:2]=2[Cl:1])[CH:12]=1, predict the reactants needed to synthesize it. (4) Given the product [F:1][C:2]([F:34])([F:33])[C:3]1[CH:8]=[CH:7][C:6]([NH:9][CH:10]2[CH2:15][CH2:14][N:13]([C:16]([O:18][CH2:19][C@:20]3([CH3:31])[O:32][C:23]4=[N:24][C:25]([N+:27]([O-:29])=[O:28])=[CH:26][N:22]4[CH2:21]3)=[O:17])[CH2:12][CH2:11]2)=[CH:5][CH:4]=1, predict the reactants needed to synthesize it. The reactants are: [F:1][C:2]([F:34])([F:33])[C:3]1[CH:8]=[CH:7][C:6]([NH:9][CH:10]2[CH2:15][CH2:14][N:13]([C:16]([O:18][CH2:19][C@@:20]([OH:32])([CH3:31])[CH2:21][N:22]3[CH:26]=[C:25]([N+:27]([O-:29])=[O:28])[N:24]=[C:23]3Cl)=[O:17])[CH2:12][CH2:11]2)=[CH:5][CH:4]=1.[H-].[Na+]. (5) Given the product [Si:1]([O:18][CH2:19][C:20]1[C:21]([N:35]2[CH2:40][C@H:39]([CH3:41])[O:38][C@H:37]([CH3:42])[CH2:36]2)=[C:22]([F:34])[C:23]2[O:27][N:26]=[C:25]([C:28]([N:48]3[CH2:49][CH2:50][N:45]([CH3:44])[C:46](=[O:51])[CH2:47]3)=[O:29])[C:24]=2[CH:33]=1)([C:14]([CH3:15])([CH3:16])[CH3:17])([C:2]1[CH:7]=[CH:6][CH:5]=[CH:4][CH:3]=1)[C:8]1[CH:13]=[CH:12][CH:11]=[CH:10][CH:9]=1, predict the reactants needed to synthesize it. The reactants are: [Si:1]([O:18][CH2:19][C:20]1[C:21]([N:35]2[CH2:40][C@H:39]([CH3:41])[O:38][C@H:37]([CH3:42])[CH2:36]2)=[C:22]([F:34])[C:23]2[O:27][N:26]=[C:25]([C:28](OCC)=[O:29])[C:24]=2[CH:33]=1)([C:14]([CH3:17])([CH3:16])[CH3:15])([C:8]1[CH:13]=[CH:12][CH:11]=[CH:10][CH:9]=1)[C:2]1[CH:7]=[CH:6][CH:5]=[CH:4][CH:3]=1.Cl.[CH3:44][N:45]1[CH2:50][CH2:49][NH:48][CH2:47][C:46]1=[O:51]. (6) Given the product [C:19]([C:3]1[C:4]([O:5][CH2:6][C:7]([CH3:15])([CH3:14])[C:8](=[O:9])[NH:10][CH2:11][CH2:12][CH3:13])=[CH:16][CH:17]=[CH:18][C:2]=1[NH:1][C:30]([NH:29][C:21](=[O:28])[C:22]1[CH:23]=[CH:24][CH:25]=[CH:26][CH:27]=1)=[O:31])#[N:20], predict the reactants needed to synthesize it. The reactants are: [NH2:1][C:2]1[C:3]([C:19]#[N:20])=[C:4]([CH:16]=[CH:17][CH:18]=1)[O:5][CH2:6][C:7]([CH3:15])([CH3:14])[C:8]([NH:10][CH2:11][CH2:12][CH3:13])=[O:9].[C:21]([N:29]=[C:30]=[O:31])(=[O:28])[C:22]1[CH:27]=[CH:26][CH:25]=[CH:24][CH:23]=1. (7) Given the product [NH2:1][C:2]1[C:7]2[C:8](=[O:20])[N:9]([C:13]3[CH:18]=[CH:17][C:16]([C:33]4[CH:32]=[CH:31][C:24]([CH2:25][N:26]([CH3:30])[C:27](=[O:29])[CH3:28])=[CH:23][C:22]=4[Cl:21])=[CH:15][CH:14]=3)[CH2:10][CH2:11][O:12][C:6]=2[N:5]=[CH:4][N:3]=1, predict the reactants needed to synthesize it. The reactants are: [NH2:1][C:2]1[C:7]2[C:8](=[O:20])[N:9]([C:13]3[CH:18]=[CH:17][C:16](Br)=[CH:15][CH:14]=3)[CH2:10][CH2:11][O:12][C:6]=2[N:5]=[CH:4][N:3]=1.[Cl:21][C:22]1[CH:23]=[C:24]([CH:31]=[CH:32][C:33]=1B1OC(C)(C)C(C)(C)O1)[CH2:25][N:26]([CH3:30])[C:27](=[O:29])[CH3:28].P([O-])([O-])([O-])=O.[K+].[K+].[K+].CO. (8) Given the product [NH2:15][C:11]1[CH:10]=[CH:9][CH:8]=[C:7]2[C:12]=1[CH:13]=[CH:14][N:5]([CH:1]1[CH2:4][CH2:3][CH2:2]1)[C:6]2=[O:18], predict the reactants needed to synthesize it. The reactants are: [CH:1]1([N:5]2[CH:14]=[CH:13][C:12]3[C:7](=[CH:8][CH:9]=[CH:10][C:11]=3[N+:15]([O-])=O)[C:6]2=[O:18])[CH2:4][CH2:3][CH2:2]1.C(O)C.O.[Cl-].[NH4+].